Dataset: Forward reaction prediction with 1.9M reactions from USPTO patents (1976-2016). Task: Predict the product of the given reaction. (1) Given the reactants Br[C:2]1[CH:37]=[CH:36][CH:35]=[CH:34][C:3]=1[CH2:4][N:5]1[C:10](=[O:11])[C:9]([C:12]([NH:14][CH2:15][C:16]([O:18][C:19]([CH3:22])([CH3:21])[CH3:20])=[O:17])=[O:13])=[C:8]([OH:23])[C:7]2[CH2:24][N:25]([C:27]([C:29]3[N:30]=[CH:31][S:32][CH:33]=3)=[O:28])[CH2:26][C:6]1=2.[CH3:38][N:39](C=O)C, predict the reaction product. The product is: [C:38]([C:2]1[CH:37]=[CH:36][CH:35]=[CH:34][C:3]=1[CH2:4][N:5]1[C:10](=[O:11])[C:9]([C:12]([NH:14][CH2:15][C:16]([O:18][C:19]([CH3:22])([CH3:21])[CH3:20])=[O:17])=[O:13])=[C:8]([OH:23])[C:7]2[CH2:24][N:25]([C:27]([C:29]3[N:30]=[CH:31][S:32][CH:33]=3)=[O:28])[CH2:26][C:6]1=2)#[N:39]. (2) Given the reactants [N+:1]([C:4]1[CH:5]=[C:6]([NH2:10])[CH:7]=[CH:8][CH:9]=1)([O-:3])=[O:2].[N:11]([O-])=O.[Na+].[ClH:15], predict the reaction product. The product is: [ClH:15].[N+:1]([C:4]1[CH:5]=[C:6]([NH:10][NH2:11])[CH:7]=[CH:8][CH:9]=1)([O-:3])=[O:2]. (3) Given the reactants [CH2:1]([C@H:8]1[CH2:12][O:11][C:10](=[O:13])[N:9]1[C:14](=[O:28])[CH2:15][C:16]1[CH:20]=[CH:19][N:18]([C:21]2[CH:26]=[CH:25][C:24](F)=[CH:23][CH:22]=2)[CH:17]=1)[C:2]1[CH:7]=[CH:6][CH:5]=[CH:4][CH:3]=1.[C:29]([C:31]1[CH:36]=[CH:35][C:34](C2C=CC(N3C=CC(CC(O)=O)=C3)=CC=2)=[CH:33][CH:32]=1)#[N:30].C([C@H]1COC(=O)N1)C1C=CC=CC=1.CCOC(C)=O, predict the reaction product. The product is: [CH2:1]([C@H:8]1[CH2:12][O:11][C:10](=[O:13])[N:9]1[C:14](=[O:28])[CH2:15][C:16]1[CH:20]=[CH:19][N:18]([C:21]2[CH:26]=[CH:25][C:24]([C:34]3[CH:35]=[CH:36][C:31]([C:29]#[N:30])=[CH:32][CH:33]=3)=[CH:23][CH:22]=2)[CH:17]=1)[C:2]1[CH:7]=[CH:6][CH:5]=[CH:4][CH:3]=1. (4) Given the reactants FC(F)(F)C(O)=O.[Cl:8][C:9]1[CH:14]=[CH:13][C:12]([C:15]2[C:16]([C@@H:21]([NH2:31])[CH2:22][C:23]3[CH:28]=[C:27]([F:29])[CH:26]=[C:25]([F:30])[CH:24]=3)=[N:17][CH:18]=[CH:19][CH:20]=2)=[CH:11][CH:10]=1.[F:32][C:33]1[CH:34]=[C:35]2[C:39](=[CH:40][CH:41]=1)[NH:38][C:37]([CH3:42])=[C:36]2[CH2:43][C:44](O)=[O:45], predict the reaction product. The product is: [Cl:8][C:9]1[CH:14]=[CH:13][C:12]([C:15]2[C:16]([C@@H:21]([NH:31][C:44](=[O:45])[CH2:43][C:36]3[C:35]4[C:39](=[CH:40][CH:41]=[C:33]([F:32])[CH:34]=4)[NH:38][C:37]=3[CH3:42])[CH2:22][C:23]3[CH:28]=[C:27]([F:29])[CH:26]=[C:25]([F:30])[CH:24]=3)=[N:17][CH:18]=[CH:19][CH:20]=2)=[CH:11][CH:10]=1. (5) The product is: [Cl:44][CH2:40][C:36]1[CH:35]=[CH:34][CH:33]=[C:32]([F:31])[C:37]=1[C:38]([NH:27][C:26]1[CH:28]=[CH:29][CH:30]=[C:24]([CH2:23][CH2:22][N:19]2[CH2:18][CH2:17][N:16]([C:12]3[CH:11]=[CH:10][CH:9]=[C:8]4[C:13]=3[CH:14]=[CH:15][C:6]([CH3:5])=[N:7]4)[CH2:21][CH2:20]2)[CH:25]=1)=[O:39]. Given the reactants C[Al](C)C.[CH3:5][C:6]1[CH:15]=[CH:14][C:13]2[C:8](=[CH:9][CH:10]=[CH:11][C:12]=2[N:16]2[CH2:21][CH2:20][N:19]([CH2:22][CH2:23][C:24]3[CH:25]=[C:26]([CH:28]=[CH:29][CH:30]=3)[NH2:27])[CH2:18][CH2:17]2)[N:7]=1.[F:31][C:32]1[C:37]2[C:38](=O)[O:39][CH2:40][C:36]=2[CH:35]=[CH:34][CH:33]=1.S(Cl)([Cl:44])=O, predict the reaction product.